Dataset: Ames mutagenicity test results for genotoxicity prediction. Task: Regression/Classification. Given a drug SMILES string, predict its toxicity properties. Task type varies by dataset: regression for continuous values (e.g., LD50, hERG inhibition percentage) or binary classification for toxic/non-toxic outcomes (e.g., AMES mutagenicity, cardiotoxicity, hepatotoxicity). Dataset: ames. (1) The molecule is O=C1c2ccc([N+](=O)[O-])cc2C(=O)N1CCl. The result is 1 (mutagenic). (2) The molecule is C/C=C1/C[C@H](C)[C@@](O)(CO)C(=O)OCC2=CCN3CC[C@@H](OC1=O)[C@H]23. The result is 1 (mutagenic). (3) The compound is c1ccc2c(c1)-c1cc3ccccc3cc1C1NC21. The result is 1 (mutagenic). (4) The compound is S=C=NCCc1ccccc1. The result is 1 (mutagenic). (5) The drug is C=CC(=O)OCCO. The result is 0 (non-mutagenic). (6) The compound is COC(=O)CC(=O)OC. The result is 0 (non-mutagenic). (7) The compound is O=C1OC(=O)c2ccccc21. The result is 0 (non-mutagenic).